This data is from Forward reaction prediction with 1.9M reactions from USPTO patents (1976-2016). The task is: Predict the product of the given reaction. (1) Given the reactants [CH3:1][O:2][C:3]1[C:8]2[CH:9]([NH:12][C:13]3[O:14][CH2:15][C:16]4[CH:22]=[C:21]([NH2:23])[CH:20]=[CH:19][C:17]=4[N:18]=3)[CH2:10][O:11][C:7]=2[CH:6]=[CH:5][CH:4]=1.[C:24](OC(=O)C)(=[O:26])[CH3:25], predict the reaction product. The product is: [CH3:1][O:2][C:3]1[C:8]2[CH:9]([NH:12][C:13]3[O:14][CH2:15][C:16]4[CH:22]=[C:21]([NH:23][C:24](=[O:26])[CH3:25])[CH:20]=[CH:19][C:17]=4[N:18]=3)[CH2:10][O:11][C:7]=2[CH:6]=[CH:5][CH:4]=1. (2) Given the reactants C[O:2][C:3](=O)[C:4]1[CH:9]=[CH:8][C:7]([N:10]2[C:17](=[S:18])[N:16]([C:19]3[CH:24]=[CH:23][C:22]([C:25]#[N:26])=[C:21]([C:27]([F:30])([F:29])[F:28])[CH:20]=3)[C:15](=[O:31])[C:11]32[CH2:14][CH2:13][CH2:12]3)=[CH:6][CH:5]=1.[CH3:33][NH2:34], predict the reaction product. The product is: [CH3:33][NH:34][C:3](=[O:2])[C:4]1[CH:9]=[CH:8][C:7]([N:10]2[C:17](=[S:18])[N:16]([C:19]3[CH:24]=[CH:23][C:22]([C:25]#[N:26])=[C:21]([C:27]([F:29])([F:30])[F:28])[CH:20]=3)[C:15](=[O:31])[C:11]32[CH2:12][CH2:13][CH2:14]3)=[CH:6][CH:5]=1. (3) Given the reactants [Cl:1][C:2]1[CH:3]=[C:4]([Cl:16])[C:5]2[O:10][C@H:9]([CH:11]([CH3:13])[CH3:12])[C:8](=[O:14])[NH:7][C:6]=2[CH:15]=1.C(=O)([O-])[O-].[K+].[K+].[C:23]([O:27][CH3:28])(=[O:26])[CH:24]=[CH2:25].C(O)(=O)CC(CC(O)=O)(C(O)=O)O, predict the reaction product. The product is: [CH3:28][O:27][C:23](=[O:26])[CH2:24][CH2:25][N:7]1[C:6]2[CH:15]=[C:2]([Cl:1])[CH:3]=[C:4]([Cl:16])[C:5]=2[O:10][C@H:9]([CH:11]([CH3:12])[CH3:13])[C:8]1=[O:14].